This data is from CYP2D6 inhibition data for predicting drug metabolism from PubChem BioAssay. The task is: Regression/Classification. Given a drug SMILES string, predict its absorption, distribution, metabolism, or excretion properties. Task type varies by dataset: regression for continuous measurements (e.g., permeability, clearance, half-life) or binary classification for categorical outcomes (e.g., BBB penetration, CYP inhibition). Dataset: cyp2d6_veith. (1) The drug is CCNc1ncc2nc(-c3cc(F)cc(F)c3)c(=O)n(C3CC3)c2n1. The result is 1 (inhibitor). (2) The compound is CC(C)(C)C(=O)NC(=S)NCCc1ccccc1. The result is 0 (non-inhibitor). (3) The molecule is CCn1nnnc1SCC(=O)NC1CCCC1. The result is 0 (non-inhibitor). (4) The drug is C[N+]1(C)[C@H]2CC[C@H]1CC(OC(=O)[C@@H](CO)c1ccccc1)C2. The result is 0 (non-inhibitor). (5) The drug is COC(=O)[C@@]1(Cc2ccc(F)cc2)[C@H]2c3cc(C(=O)N(C)C)[nH]c3C[C@H]2CN1C(=O)c1ccccc1. The result is 0 (non-inhibitor).